Dataset: Peptide-MHC class I binding affinity with 185,985 pairs from IEDB/IMGT. Task: Regression. Given a peptide amino acid sequence and an MHC pseudo amino acid sequence, predict their binding affinity value. This is MHC class I binding data. (1) The peptide sequence is YRIMTRGLL. The MHC is HLA-B27:05 with pseudo-sequence HLA-B27:05. The binding affinity (normalized) is 0.672. (2) The peptide sequence is RMIESRMSK. The MHC is HLA-A26:03 with pseudo-sequence HLA-A26:03. The binding affinity (normalized) is 0.0847. (3) The peptide sequence is CIAQDNCTG. The MHC is Mamu-A2601 with pseudo-sequence Mamu-A2601. The binding affinity (normalized) is 0. (4) The peptide sequence is IRNLVKRYK. The MHC is HLA-B58:01 with pseudo-sequence HLA-B58:01. The binding affinity (normalized) is 0.0847. (5) The peptide sequence is LRQRLLRAR. The MHC is HLA-B27:05 with pseudo-sequence HLA-B27:05. The binding affinity (normalized) is 0.545.